Predict the reaction yield, written as a fraction of the theoretical maximum amount of product (1.0 means a 100% yield; for example, 0.34 means a 34% yield). From a dataset of Reaction yield outcomes from USPTO patents with 853,638 reactions. (1) The reactants are [C:1]([OH:4])(=O)[CH3:2].[Cl:5][C:6]1[CH:12]=[CH:11][C:9]([OH:10])=[CH:8][C:7]=1[OH:13].C([O-])(=O)C.[Na+]. The catalyst is B(F)(F)F.CCOCC. The product is [Cl:5][C:6]1[C:7]([OH:13])=[CH:8][C:9]([OH:10])=[C:11]([C:1](=[O:4])[CH3:2])[CH:12]=1. The yield is 0.580. (2) The reactants are [Cl:1][C@H:2]1[C@H:6]([CH2:7][CH2:8][CH2:9][C:10]2[S:14][C:13]([C:15]([O:17]C)=[O:16])=[CH:12][CH:11]=2)[C@@H:5](/[CH:19]=[CH:20]/[C@@H:21]([OH:28])[CH2:22][CH2:23][CH2:24][C@H:25]([OH:27])[CH3:26])[C@H:4]([OH:29])[CH2:3]1.[OH-].[Li+].CO.S([O-])(O)(=O)=O.[Na+]. The catalyst is C1COCC1. The product is [Cl:1][C@H:2]1[C@H:6]([CH2:7][CH2:8][CH2:9][C:10]2[S:14][C:13]([C:15]([OH:17])=[O:16])=[CH:12][CH:11]=2)[C@@H:5](/[CH:19]=[CH:20]/[C@@H:21]([OH:28])[CH2:22][CH2:23][CH2:24][C@H:25]([OH:27])[CH3:26])[C@H:4]([OH:29])[CH2:3]1. The yield is 0.540.